From a dataset of Forward reaction prediction with 1.9M reactions from USPTO patents (1976-2016). Predict the product of the given reaction. (1) Given the reactants [F:1][C:2]1[C:3]([C:9]2[N:13]([CH:14]3[CH2:19][CH2:18][O:17][CH2:16][CH2:15]3)[C:12]([C:20]([F:23])([F:22])[F:21])=[N:11][CH:10]=2)=[N:4][C:5]([NH2:8])=[N:6][CH:7]=1.[Cl:24][C:25]1[C:26]([C:32]([N:34]2[CH2:39][CH2:38][CH2:37][CH2:36][CH2:35]2)=[O:33])=[N:27][CH:28]=[C:29](Cl)[CH:30]=1.C(=O)([O-])[O-].[Cs+].[Cs+].CC1(C)C2C(=C(P(C3C=CC=CC=3)C3C=CC=CC=3)C=CC=2)OC2C(P(C3C=CC=CC=3)C3C=CC=CC=3)=CC=CC1=2, predict the reaction product. The product is: [ClH:24].[Cl:24][C:25]1[CH:30]=[C:29]([NH:8][C:5]2[N:4]=[C:3]([C:9]3[N:13]([CH:14]4[CH2:19][CH2:18][O:17][CH2:16][CH2:15]4)[C:12]([C:20]([F:21])([F:23])[F:22])=[N:11][CH:10]=3)[C:2]([F:1])=[CH:7][N:6]=2)[CH:28]=[N:27][C:26]=1[C:32]([N:34]1[CH2:39][CH2:38][CH2:37][CH2:36][CH2:35]1)=[O:33]. (2) Given the reactants [OH:1][C:2]1[CH:9]=[CH:8][C:7]([Br:10])=[CH:6][C:3]=1[CH:4]=O.[C:11](#[N:14])[CH:12]=[CH2:13].N12CCN(CC1)CC2, predict the reaction product. The product is: [Br:10][C:7]1[CH:6]=[C:3]2[C:2](=[CH:9][CH:8]=1)[O:1][CH2:13][C:12]([C:11]#[N:14])=[CH:4]2. (3) Given the reactants BrC1C=CC([C:6]([C:8]2[CH:13]=[CH:12][CH:11]=[CH:10][CH:9]=2)=[O:7])=CC=1.N1[CH2:21][CH2:20][CH2:19][CH2:18][CH2:17]1.C[C:23]([OH:27])([C:25]#[CH:26])C.[Cl-].[NH4+].[CH3:30][CH2:31][CH2:32]CCC, predict the reaction product. The product is: [CH3:17][C:18]1[C:31]([CH3:32])=[C:30]([C:26]#[C:25][CH2:23][OH:27])[CH:21]=[CH:20][C:19]=1[C:6](=[O:7])[C:8]1[CH:9]=[CH:10][CH:11]=[CH:12][CH:13]=1.